The task is: Predict the product of the given reaction.. This data is from Forward reaction prediction with 1.9M reactions from USPTO patents (1976-2016). (1) Given the reactants C[CH:2]([C:4]1[C:5]([C:14]2[CH:19]=[CH:18][CH:17]=[CH:16][C:15]=2[S:20]([CH3:23])(=[O:22])=[O:21])=[N:6][C:7]2[C:12]([CH:13]=1)=[N:11][CH:10]=[CH:9][CH:8]=2)[OH:3].[Cr](O[Cr]([O-])(=O)=O)([O-])(=O)=O.[NH+]1C=CC=CC=1.[NH+]1C=CC=CC=1, predict the reaction product. The product is: [CH3:23][S:20]([C:15]1[CH:16]=[CH:17][CH:18]=[CH:19][C:14]=1[C:5]1[C:4]([CH:2]=[O:3])=[CH:13][C:12]2[C:7](=[CH:8][CH:9]=[CH:10][N:11]=2)[N:6]=1)(=[O:21])=[O:22]. (2) Given the reactants Br[CH2:2][CH:3]([F:7])[CH2:4][CH2:5]Br.[C:8]1(=[O:18])[C:16]2[C:11](=[CH:12][CH:13]=[CH:14][CH:15]=2)[C:10](=[O:17])[NH:9]1.[K], predict the reaction product. The product is: [F:7][CH:3]([CH2:4][CH2:5][N:9]1[C:10](=[O:17])[C:11]2[C:16](=[CH:15][CH:14]=[CH:13][CH:12]=2)[C:8]1=[O:18])[CH2:2][N:9]1[C:10](=[O:17])[C:11]2[C:16](=[CH:15][CH:14]=[CH:13][CH:12]=2)[C:8]1=[O:18].